From a dataset of Reaction yield outcomes from USPTO patents with 853,638 reactions. Predict the reaction yield, written as a fraction of the theoretical maximum amount of product (1.0 means a 100% yield; for example, 0.34 means a 34% yield). (1) The reactants are Br[C:12]1C=[C:6]([NH2:8])[C:5]([NH2:9])=C(C)C=1.Br[C:12]1C=[C:6]([NH2:8])[C:5]([NH2:9])=C(C)C=1.Br[C:22]1[CH:27]=[C:26]([N+:28]([O-:30])=[O:29])[C:25]([NH2:31])=[C:24]([CH3:32])[CH:23]=1.O.O.[Sn](Cl)(Cl)(Cl)Cl.[CH2:40]([OH:42])[CH3:41]. No catalyst specified. The yield is 0.590. The product is [N:8]1([C:22]2[CH:27]=[C:26]([N+:28]([O-:30])=[O:29])[C:25]([NH:31][C:40](=[O:42])[CH3:41])=[C:24]([CH3:32])[CH:23]=2)[CH:6]=[CH:5][N:9]=[CH:12]1. (2) The reactants are [F:1][C:2]1[CH:8]=[C:7]([CH:9]2[CH2:11][CH2:10]2)[CH:6]=[CH:5][C:3]=1[NH2:4].[CH3:12][O:13][C:14]([C:16]1[CH:17]=[CH:18][C:19]2[N:20]([CH:23]=[N:24][CH:25]=2)[C:21]=1Cl)=[O:15].C[Si]([N-][Si](C)(C)C)(C)C.[Li+]. The catalyst is C1COCC1. The product is [CH3:12][O:13][C:14]([C:16]1[CH:17]=[CH:18][C:19]2[N:20]([CH:23]=[N:24][CH:25]=2)[C:21]=1[NH:4][C:3]1[CH:5]=[CH:6][C:7]([CH:9]2[CH2:11][CH2:10]2)=[CH:8][C:2]=1[F:1])=[O:15]. The yield is 0.600. (3) The reactants are C([O:8][N:9]1[C:15](=[O:16])[N:14]2[CH2:17][C@H:10]1[CH2:11][CH2:12][C@H:13]2[C:18]([NH:20][O:21][CH2:22][C:23]1[C:31]2[CH:30]3[CH2:32][CH:27]([CH2:28][CH2:29]3)[C:26]=2[N:25]([CH3:33])[N:24]=1)=[O:19])C1C=CC=CC=1. The catalyst is CO.[Pd]. The product is [OH:8][N:9]1[C:15](=[O:16])[N:14]2[CH2:17][C@H:10]1[CH2:11][CH2:12][C@H:13]2[C:18]([NH:20][O:21][CH2:22][C:23]1[C:31]2[CH:30]3[CH2:32][CH:27]([CH2:28][CH2:29]3)[C:26]=2[N:25]([CH3:33])[N:24]=1)=[O:19]. The yield is 1.00. (4) The reactants are [F:1][C:2]1[CH:10]=[C:9]([F:11])[CH:8]=[CH:7][C:3]=1[C:4](Cl)=[O:5].[CH3:12][NH2:13]. The catalyst is O1CCCC1. The product is [F:1][C:2]1[CH:10]=[C:9]([F:11])[CH:8]=[CH:7][C:3]=1[C:4]([NH:13][CH3:12])=[O:5]. The yield is 1.00. (5) The reactants are Cl.Cl.Cl.[NH:4]([C:6]1[CH:11]=[C:10]([C:12]2[CH:17]=[CH:16][CH:15]=[CH:14][CH:13]=2)[N:9]=[C:8]([CH3:18])[N:7]=1)[NH2:5].C(N(C(C)C)CC)(C)C.[CH3:28][C:29]([C:31]1[CH:36]=[CH:35][C:34]([N:37]([CH3:39])[CH3:38])=[CH:33][CH:32]=1)=O. The catalyst is C(O)C. The product is [CH3:38][N:37]([CH3:39])[C:34]1[CH:35]=[CH:36][C:31]([C:29](=[N:5][NH:4][C:6]2[CH:11]=[C:10]([C:12]3[CH:17]=[CH:16][CH:15]=[CH:14][CH:13]=3)[N:9]=[C:8]([CH3:18])[N:7]=2)[CH3:28])=[CH:32][CH:33]=1. The yield is 0.180. (6) The reactants are Cl[C:2]1[N:11]=[C:10]2[C:5]([C:6](=[O:18])[C:7]([C:15]([OH:17])=[O:16])=[CH:8][N:9]2[CH:12]2[CH2:14][CH2:13]2)=[CH:4][C:3]=1[F:19].[C:20]([O:24][C:25](=[O:35])[NH:26][CH2:27][CH2:28][CH:29]1[CH2:34][CH2:33][NH:32][CH2:31][CH2:30]1)([CH3:23])([CH3:22])[CH3:21]. No catalyst specified. The product is [C:20]([O:24][C:25]([NH:26][CH2:27][CH2:28][CH:29]1[CH2:30][CH2:31][N:32]([C:2]2[N:11]=[C:10]3[C:5]([C:6](=[O:18])[C:7]([C:15]([OH:17])=[O:16])=[CH:8][N:9]3[CH:12]3[CH2:14][CH2:13]3)=[CH:4][C:3]=2[F:19])[CH2:33][CH2:34]1)=[O:35])([CH3:23])([CH3:21])[CH3:22]. The yield is 0.700. (7) The reactants are [CH3:1][O:2][C:3](=[O:12])[CH2:4][C:5]1[CH:10]=[CH:9][CH:8]=[C:7](Br)[CH:6]=1.C[O-].C([Sn+](CCCC)CCCC)CCC.C([O:31][C:32]([CH3:34])=[CH2:33])(=O)C.C1(C)C=CC=CC=1P(C1C=CC=CC=1C)C1C=CC=CC=1C.[F-].[K+]. The catalyst is C1(C)C=CC=CC=1.C([O-])(=O)C.[Pd+2].C([O-])(=O)C.CCOC(C)=O. The product is [O:31]=[C:32]([CH3:34])[CH2:33][C:7]1[CH:6]=[C:5]([CH2:4][C:3]([O:2][CH3:1])=[O:12])[CH:10]=[CH:9][CH:8]=1. The yield is 0.660. (8) The reactants are [C:1]([C:3]1[CH:4]=[C:5]([CH:10]=[CH:11][C:12]=1[O:13][CH:14]([CH3:16])[CH3:15])[C:6]([O:8]C)=[O:7])#[N:2].[OH-].[K+]. The catalyst is O1CCCC1. The product is [C:1]([C:3]1[CH:4]=[C:5]([CH:10]=[CH:11][C:12]=1[O:13][CH:14]([CH3:16])[CH3:15])[C:6]([OH:8])=[O:7])#[N:2]. The yield is 0.870. (9) The reactants are Br[C:2]1[CH:7]=[CH:6][CH:5]=[C:4]([CH3:8])[N:3]=1.C[Si]([C:13]#[CH:14])(C)C.[OH-].[Na+].Cl. The catalyst is C(N(CC)CC)C.CO.[Cu]I.Cl[Pd](Cl)([P](C1C=CC=CC=1)(C1C=CC=CC=1)C1C=CC=CC=1)[P](C1C=CC=CC=1)(C1C=CC=CC=1)C1C=CC=CC=1. The product is [C:13]([C:2]1[CH:7]=[CH:6][CH:5]=[C:4]([CH3:8])[N:3]=1)#[CH:14]. The yield is 0.240. (10) The reactants are [CH2:1]([O:8][C:9](=[O:20])[NH:10][C:11]([C:18]#[N:19])([CH3:17])[CH2:12][S:13]([CH3:16])(=[O:15])=[O:14])[C:2]1[CH:7]=[CH:6][CH:5]=[CH:4][CH:3]=1.C(N(CC)CC)C.Cl.[NH2:29][OH:30]. The catalyst is C(O)C. The product is [CH2:1]([O:8][C:9](=[O:20])[NH:10][C:11]([C:18](=[NH:19])[NH:29][OH:30])([CH3:17])[CH2:12][S:13]([CH3:16])(=[O:15])=[O:14])[C:2]1[CH:3]=[CH:4][CH:5]=[CH:6][CH:7]=1. The yield is 0.600.